Dataset: Catalyst prediction with 721,799 reactions and 888 catalyst types from USPTO. Task: Predict which catalyst facilitates the given reaction. The catalyst class is: 35. Reactant: Br[CH2:2][C:3]1[CH:4]=[C:5]([C:14]([CH3:18])([CH3:17])[C:15]#[N:16])[CH:6]=[C:7]([C:9]([CH3:13])([CH3:12])[C:10]#[N:11])[CH:8]=1.[Na].[NH:20]1[CH:24]=[N:23][CH:22]=[N:21]1.Cl. Product: [N:20]1([CH2:2][C:3]2[CH:4]=[C:5]([C:14]([CH3:18])([CH3:17])[C:15]#[N:16])[CH:6]=[C:7]([C:9]([CH3:13])([CH3:12])[C:10]#[N:11])[CH:8]=2)[CH:24]=[N:23][CH:22]=[N:21]1.